This data is from Reaction yield outcomes from USPTO patents with 853,638 reactions. The task is: Predict the reaction yield, written as a fraction of the theoretical maximum amount of product (1.0 means a 100% yield; for example, 0.34 means a 34% yield). (1) The reactants are [Br:1][C:2]1[CH:7]=[C:6](F)[C:5]([N+:9]([O-:11])=[O:10])=[CH:4][C:3]=1[F:12].[F:13][C:14]1[CH:19]=[CH:18][C:17]([C@@H:20]([NH2:22])[CH3:21])=[CH:16][CH:15]=1.CCN(C(C)C)C(C)C. The catalyst is CCCCO. The product is [Br:1][C:2]1[C:3]([F:12])=[CH:4][C:5]([N+:9]([O-:11])=[O:10])=[C:6]([NH:22][C@H:20]([C:17]2[CH:18]=[CH:19][C:14]([F:13])=[CH:15][CH:16]=2)[CH3:21])[CH:7]=1. The yield is 0.960. (2) The reactants are FC(F)(F)C(O)=O.[F:8][CH:9]([F:43])[O:10][C:11]1[CH:12]=[C:13]([C:17]2[CH:42]=[CH:41][C:20]3[N:21]=[C:22]([C:24]4[N:28](COCC[Si](C)(C)C)[C:27]5[CH:37]=[CH:38][CH:39]=[CH:40][C:26]=5[N:25]=4)[O:23][C:19]=3[CH:18]=2)[CH:14]=[N:15][CH:16]=1.ClCCl. No catalyst specified. The product is [NH:25]1[C:26]2[CH:40]=[CH:39][CH:38]=[CH:37][C:27]=2[N:28]=[C:24]1[C:22]1[O:23][C:19]2[CH:18]=[C:17]([C:13]3[CH:14]=[N:15][CH:16]=[C:11]([O:10][CH:9]([F:43])[F:8])[CH:12]=3)[CH:42]=[CH:41][C:20]=2[N:21]=1. The yield is 0.460. (3) The reactants are O1C(N)CCOC2C=CC=CC1=2.ClC1N=C(N[C:21]2[CH:30]=[CH:29][CH:28]=[CH:27][C:22]=2[C:23]([NH:25][CH3:26])=[O:24])C(Cl)=CN=1. The catalyst is C(O)(C(F)(F)F)=O. The product is [CH3:26][NH:25][C:23](=[O:24])[C:22]1[CH:27]=[CH:28][CH:29]=[CH:30][CH:21]=1. The yield is 0.560.